Dataset: Forward reaction prediction with 1.9M reactions from USPTO patents (1976-2016). Task: Predict the product of the given reaction. (1) Given the reactants Br[C:2]1[N:7]=[N:6][C:5]([NH2:8])=[N:4][C:3]=1[C:9]1[CH:14]=[CH:13][CH:12]=[CH:11][CH:10]=1.[CH3:15][O:16][C:17]1[CH:22]=[CH:21][CH:20]=[CH:19][C:18]=1B(O)O, predict the reaction product. The product is: [CH3:15][O:16][C:17]1[CH:22]=[CH:21][CH:20]=[CH:19][C:18]=1[C:2]1[N:7]=[N:6][C:5]([NH2:8])=[N:4][C:3]=1[C:9]1[CH:14]=[CH:13][CH:12]=[CH:11][CH:10]=1. (2) Given the reactants [CH3:1][O:2][C:3]1[CH:50]=[CH:49][C:6]([CH2:7][N:8]([CH2:40][C:41]2[CH:46]=[CH:45][C:44]([O:47][CH3:48])=[CH:43][CH:42]=2)[C:9]2[N:14]=[CH:13][C:12]([C:15]3[C:16]4[CH2:29][CH2:28][N:27]([C:30]5[CH:38]=[CH:37][C:33]([C:34](O)=[O:35])=[CH:32][C:31]=5[F:39])[C:17]=4[N:18]=[C:19]([N:21]4[CH2:26][CH2:25][O:24][CH2:23][CH2:22]4)[N:20]=3)=[CH:11][N:10]=2)=[CH:5][CH:4]=1.[CH2:51]([N:53]1[CH2:58][CH2:57][NH:56][CH2:55][CH2:54]1)[CH3:52], predict the reaction product. The product is: [CH3:1][O:2][C:3]1[CH:4]=[CH:5][C:6]([CH2:7][N:8]([CH2:40][C:41]2[CH:42]=[CH:43][C:44]([O:47][CH3:48])=[CH:45][CH:46]=2)[C:9]2[N:14]=[CH:13][C:12]([C:15]3[C:16]4[CH2:29][CH2:28][N:27]([C:30]5[CH:38]=[CH:37][C:33]([C:34]([N:56]6[CH2:57][CH2:58][N:53]([CH2:51][CH3:52])[CH2:54][CH2:55]6)=[O:35])=[CH:32][C:31]=5[F:39])[C:17]=4[N:18]=[C:19]([N:21]4[CH2:22][CH2:23][O:24][CH2:25][CH2:26]4)[N:20]=3)=[CH:11][N:10]=2)=[CH:49][CH:50]=1. (3) Given the reactants [F:1][C:2]1[CH:7]=[CH:6][C:5]([S:8]([NH:11][C@H:12]([CH2:16][C:17]2[CH:22]=[CH:21][CH:20]=[CH:19][CH:18]=2)[C:13]([OH:15])=[O:14])(=[O:10])=[O:9])=[CH:4][CH:3]=1.C(OC(=O)[C@H](CC1C=CC=CC=1)N)(C)(C)C, predict the reaction product. The product is: [F:1][C:2]1[CH:7]=[CH:6][C:5]([S:8]([NH:11][C@@H:12]([CH2:16][C:17]2[CH:18]=[CH:19][CH:20]=[CH:21][CH:22]=2)[C:13]([OH:15])=[O:14])(=[O:9])=[O:10])=[CH:4][CH:3]=1. (4) Given the reactants [NH2:1][C:2]1[S:3][C:4]([I:11])=[C:5]([C:7]([F:10])([F:9])[F:8])[N:6]=1.[Cl:12][C:13]1[CH:21]=[CH:20][CH:19]=[C:18]([Cl:22])[C:14]=1[C:15](Cl)=[O:16].Cl, predict the reaction product. The product is: [I:11][C:4]1[S:3][C:2]([NH:1][C:15](=[O:16])[C:14]2[C:13]([Cl:12])=[CH:21][CH:20]=[CH:19][C:18]=2[Cl:22])=[N:6][C:5]=1[C:7]([F:10])([F:8])[F:9]. (5) Given the reactants C(OC(=O)[N:7]([C@@:18]1([CH3:27])[CH2:20][C@@H:19]1[C:21]1[CH:26]=[CH:25][CH:24]=[CH:23][CH:22]=1)[CH2:8][C:9]([N:11]1[CH2:16][CH2:15][N:14]([CH3:17])[CH2:13][CH2:12]1)=[O:10])(C)(C)C.[ClH:29], predict the reaction product. The product is: [ClH:29].[ClH:29].[CH3:27][C@:18]1([NH:7][CH2:8][C:9]([N:11]2[CH2:12][CH2:13][N:14]([CH3:17])[CH2:15][CH2:16]2)=[O:10])[CH2:20][C@@H:19]1[C:21]1[CH:22]=[CH:23][CH:24]=[CH:25][CH:26]=1. (6) Given the reactants Cl[CH2:2][C:3]1[O:4][C:5]([CH3:8])=[N:6][N:7]=1.[N-:9]=[N+:10]=[N-:11].[Na+], predict the reaction product. The product is: [N:9]([CH2:2][C:3]1[O:4][C:5]([CH3:8])=[N:6][N:7]=1)=[N+:10]=[N-:11]. (7) Given the reactants [F:1][C:2]([F:38])([F:37])[C:3]1[CH:4]=[C:5]([CH:13]2[CH2:18][CH2:17][N:16]([C:19]([C:21]3[C:25]4[CH2:26][N:27](C(OC(C)(C)C)=O)[CH2:28][CH2:29][C:24]=4[NH:23][N:22]=3)=[O:20])[CH2:15][CH2:14]2)[CH:6]=[C:7]([C:9]([F:12])([F:11])[F:10])[CH:8]=1.CO.C(Cl)[Cl:42].Cl, predict the reaction product. The product is: [ClH:42].[F:12][C:9]([F:10])([F:11])[C:7]1[CH:6]=[C:5]([CH:13]2[CH2:18][CH2:17][N:16]([C:19]([C:21]3[C:25]4[CH2:26][NH:27][CH2:28][CH2:29][C:24]=4[NH:23][N:22]=3)=[O:20])[CH2:15][CH2:14]2)[CH:4]=[C:3]([C:2]([F:1])([F:37])[F:38])[CH:8]=1. (8) Given the reactants [Cl:1][C:2]1[CH:3]=[C:4]([CH:7]=[CH:8][C:9]=1[F:10])[CH2:5][NH2:6].[S:11]1[CH2:17][C:15](=[O:16])[NH:14][C:12]1=S.CCN(C(C)C)C(C)C, predict the reaction product. The product is: [Cl:1][C:2]1[CH:3]=[C:4]([CH:7]=[CH:8][C:9]=1[F:10])[CH2:5][NH:6][C:12]1[S:11][CH2:17][C:15](=[O:16])[N:14]=1. (9) Given the reactants [CH3:1][C:2]([O:5][C:6]([NH:8][C@@H:9]([C:18]([OH:20])=O)[CH2:10][CH2:11][C:12]1[CH:17]=[CH:16][CH:15]=[CH:14][CH:13]=1)=[O:7])([CH3:4])[CH3:3].[CH:21]1[CH:22]=[CH:23][C:24]2N(O)N=N[C:25]=2[CH:26]=1.CN(C(ON1[N:47]=[N:46][C:41]2C=CC=CC1=2)=[N+](C)C)C.F[P-](F)(F)(F)(F)F.CC[N:57]([CH:61](C)C)C(C)C.C(O)(C(F)(F)F)=[O:65], predict the reaction product. The product is: [NH2:57][CH2:61][C:25]1[CH:24]=[CH:23][C:22]([C:41]([NH:46][NH:47][C:18](=[O:20])[C@H:9]([NH:8][C:6]([O:5][C:2]([CH3:1])([CH3:3])[CH3:4])=[O:7])[CH2:10][CH2:11][C:12]2[CH:13]=[CH:14][CH:15]=[CH:16][CH:17]=2)=[O:65])=[CH:21][CH:26]=1. (10) Given the reactants C([O:4][C:5]1[C:6](=[O:12])[CH:7]=[CH:8][C:9](=[O:11])[CH:10]=1)C=C.[CH3:13][C:14]1[CH:21]=[CH:20][C:17]([CH:18]=[CH2:19])=[CH:16][CH:15]=1.[CH:22](O)([CH3:24])[CH3:23], predict the reaction product. The product is: [CH2:24]([C:10]1[C:9](=[O:11])[C:8]2[CH:19]=[CH:18][C:17]3[C:20]([C:7]=2[C:6](=[O:12])[C:5]=1[OH:4])=[CH:21][C:14]([CH3:13])=[CH:15][CH:16]=3)[CH:22]=[CH2:23].